From a dataset of Full USPTO retrosynthesis dataset with 1.9M reactions from patents (1976-2016). Predict the reactants needed to synthesize the given product. (1) Given the product [C:1]([C:3]1[CH:4]=[C:5]([C:9]2[CH:10]=[C:11]3[C:16](=[CH:17][CH:18]=2)[N:15]=[CH:14][CH:13]=[C:12]3[S:19][C:20]2([C:24]([OH:26])=[O:25])[CH2:23][CH2:22][CH2:21]2)[CH:6]=[CH:7][CH:8]=1)#[N:2], predict the reactants needed to synthesize it. The reactants are: [C:1]([C:3]1[CH:4]=[C:5]([C:9]2[CH:10]=[C:11]3[C:16](=[CH:17][CH:18]=2)[N:15]=[CH:14][CH:13]=[C:12]3[S:19][C:20]2([C:24]([O:26]CC)=[O:25])[CH2:23][CH2:22][CH2:21]2)[CH:6]=[CH:7][CH:8]=1)#[N:2].O.[OH-].[Li+].Cl.ClCCl. (2) Given the product [C:23]([C:22]1[CH:25]=[C:26]([CH3:28])[N:27]2[C:2]([CH2:10][CH:11]3[CH2:16][CH2:15][C:14]([F:18])([F:17])[CH2:13][CH2:12]3)=[C:3]([C:4]([O:6][CH2:7][CH3:8])=[O:5])[N:19]=[C:20]2[CH:21]=1)#[N:24], predict the reactants needed to synthesize it. The reactants are: Br[CH:2]([CH2:10][CH:11]1[CH2:16][CH2:15][C:14]([F:18])([F:17])[CH2:13][CH2:12]1)[C:3](=O)[C:4]([O:6][CH2:7][CH3:8])=[O:5].[NH2:19][C:20]1[CH:21]=[C:22]([CH:25]=[C:26]([CH3:28])[N:27]=1)[C:23]#[N:24].C(=O)([O-])O.[Na+]. (3) Given the product [CH3:28][CH2:29]/[C:30](/[C:50]1[CH:55]=[CH:54][CH:53]=[CH:52][CH:51]=1)=[C:31](/[C:38]1[CH:39]=[CH:40][C:41]([O:44][CH2:45][CH2:46][N:47]([CH3:49])[CH3:48])=[CH:42][CH:43]=1)\[C:32]1[CH:33]=[CH:34][CH:35]=[CH:36][CH:37]=1, predict the reactants needed to synthesize it. The reactants are: CC/C(/C1C=CC=CC=1)=C(/C1C=CC(OCCNC)=CC=1)\C1C=CC=CC=1.[CH3:28][CH2:29]/[C:30](/[C:50]1[CH:51]=[CH:52][CH:53]=[C:54](O)[CH:55]=1)=[C:31](/[C:38]1[CH:39]=[CH:40][C:41]([O:44][CH2:45][CH2:46][N:47]([CH3:49])[CH3:48])=[CH:42][CH:43]=1)\[C:32]1[CH:33]=[CH:34][CH:35]=[CH:36][CH:37]=1.CC/C(/C1C=CC=CC=1)=C(/C1C=CC(OCCN(C)C)=CC=1)\C1C=CC(O)=CC=1.CC/C(/C1C=CC=CC=1)=C(/C1C=CC(OCCNC)=CC=1)\C1C=CC(O)=CC=1.CCC(C1C=CC(O)=CC=1)=C(C1C=CC(OCCNC)=CC=1)C1C=CC=CC=1. (4) Given the product [F:38][C:37]([F:40])([F:39])[C:35]([OH:41])=[O:36].[C:1]1([S:7][CH2:8][CH:9]([CH2:18][C:19]2[O:23][N:22]=[C:21]([CH2:24][CH2:25][CH2:26][CH2:27][NH:28][C:29]3[CH:34]=[CH:33][CH:32]=[CH:31][N:30]=3)[N:20]=2)[CH2:10][C:11]([OH:13])=[O:12])[CH:6]=[CH:5][CH:4]=[CH:3][CH:2]=1, predict the reactants needed to synthesize it. The reactants are: [C:1]1([S:7][CH2:8][CH:9]([CH2:18][C:19]2[O:23][N:22]=[C:21]([CH2:24][CH2:25][CH2:26][CH2:27][NH:28][C:29]3[CH:34]=[CH:33][CH:32]=[CH:31][N:30]=3)[N:20]=2)[CH2:10][C:11]([O:13]C(C)(C)C)=[O:12])[CH:6]=[CH:5][CH:4]=[CH:3][CH:2]=1.[C:35]([OH:41])([C:37]([F:40])([F:39])[F:38])=[O:36].